Task: Predict the reactants needed to synthesize the given product.. Dataset: Full USPTO retrosynthesis dataset with 1.9M reactions from patents (1976-2016) Given the product [F:29][C:30]1[CH:37]=[CH:36][C:33]([N:34]([CH2:2][C:3]2[CH:8]=[CH:7][C:6]([C:9]3[C:10]([NH:15][S:16]([C:19]4[CH:24]=[CH:23][CH:22]=[CH:21][C:20]=4[C:25]([F:28])([F:27])[F:26])(=[O:18])=[O:17])=[N:11][CH:12]=[CH:13][N:14]=3)=[CH:5][CH:4]=2)[CH3:35])=[CH:32][CH:31]=1, predict the reactants needed to synthesize it. The reactants are: Cl[CH2:2][C:3]1[CH:8]=[CH:7][C:6]([C:9]2[C:10]([NH:15][S:16]([C:19]3[CH:24]=[CH:23][CH:22]=[CH:21][C:20]=3[C:25]([F:28])([F:27])[F:26])(=[O:18])=[O:17])=[N:11][CH:12]=[CH:13][N:14]=2)=[CH:5][CH:4]=1.[F:29][C:30]1[CH:37]=[CH:36][C:33]([NH:34][CH3:35])=[CH:32][CH:31]=1.